Predict which catalyst facilitates the given reaction. From a dataset of Catalyst prediction with 721,799 reactions and 888 catalyst types from USPTO. (1) Reactant: C[O:2][C:3]([CH:5]1[CH2:10][CH2:9][CH2:8][CH:7]([NH:11][C:12]([C:14]2[CH:15]=[C:16]([CH:21]=[CH:22][C:23]=2[O:24][CH2:25][CH2:26][CH2:27][C:28]2[CH:33]=[CH:32][C:31]([O:34][CH2:35][CH2:36][CH2:37][CH2:38][O:39][C:40]3[CH:45]=[CH:44][CH:43]=[CH:42][CH:41]=3)=[CH:30][CH:29]=2)[C:17]([O:19]C)=[O:18])=[O:13])[CH2:6]1)=[O:4].[OH-].[Na+].Cl. Product: [C:3]([CH:5]1[CH2:10][CH2:9][CH2:8][CH:7]([NH:11][C:12]([C:14]2[CH:15]=[C:16]([CH:21]=[CH:22][C:23]=2[O:24][CH2:25][CH2:26][CH2:27][C:28]2[CH:33]=[CH:32][C:31]([O:34][CH2:35][CH2:36][CH2:37][CH2:38][O:39][C:40]3[CH:41]=[CH:42][CH:43]=[CH:44][CH:45]=3)=[CH:30][CH:29]=2)[C:17]([OH:19])=[O:18])=[O:13])[CH2:6]1)([OH:4])=[O:2]. The catalyst class is: 83. (2) Reactant: C(N(CC)CC)C.[CH:8]1([C:13](Cl)=[O:14])[CH2:12][CH2:11][CH2:10][CH2:9]1.[CH2:16]([O:23][C:24]1[C:25]([CH3:33])=[C:26]([CH3:32])[C:27]([NH2:31])=[N:28][C:29]=1[CH3:30])[C:17]1[CH:22]=[CH:21][CH:20]=[CH:19][CH:18]=1. Product: [CH2:16]([O:23][C:24]1[C:25]([CH3:33])=[C:26]([CH3:32])[C:27]([NH:31][C:13]([CH:8]2[CH2:12][CH2:11][CH2:10][CH2:9]2)=[O:14])=[N:28][C:29]=1[CH3:30])[C:17]1[CH:18]=[CH:19][CH:20]=[CH:21][CH:22]=1. The catalyst class is: 2. (3) Reactant: Br[CH2:2][C:3]1[CH:8]=[CH:7][C:6]([B:9]2[O:17][C:14]([CH3:16])([CH3:15])[C:11]([CH3:13])([CH3:12])[O:10]2)=[CH:5][CH:4]=1.[NH:18]1[CH:22]=[CH:21][N:20]=[C:19]1/[N:23]=C/C1C=CC=CC=1.C([O-])([O-])=O.[K+].[K+]. Product: [CH3:12][C:11]1([CH3:13])[C:14]([CH3:16])([CH3:15])[O:17][B:9]([C:6]2[CH:7]=[CH:8][C:3]([CH2:2][N:18]3[CH:22]=[CH:21][N:20]=[C:19]3[NH2:23])=[CH:4][CH:5]=2)[O:10]1. The catalyst class is: 21.